Dataset: TCR-epitope binding with 47,182 pairs between 192 epitopes and 23,139 TCRs. Task: Binary Classification. Given a T-cell receptor sequence (or CDR3 region) and an epitope sequence, predict whether binding occurs between them. (1) The epitope is NEGVKAAW. The TCR CDR3 sequence is CSALMGDTQYF. Result: 0 (the TCR does not bind to the epitope). (2) The epitope is LLQTGIHVRVSQPSL. Result: 0 (the TCR does not bind to the epitope). The TCR CDR3 sequence is CASSQEFWVLGELFF. (3) The epitope is HTTDPSFLGRY. The TCR CDR3 sequence is CASSMTSGLLTDTQYF. Result: 0 (the TCR does not bind to the epitope). (4) Result: 1 (the TCR binds to the epitope). The epitope is GLCTLVAML. The TCR CDR3 sequence is CASSPTSGSVYEQYF. (5) The epitope is ATVVIGTSK. The TCR CDR3 sequence is CASSLFHGTAFGYTF. Result: 0 (the TCR does not bind to the epitope). (6) The epitope is DPFRLLQNSQVFS. The TCR CDR3 sequence is CASSFLGGPEQYF. Result: 0 (the TCR does not bind to the epitope). (7) The epitope is FLKEKGGL. The TCR CDR3 sequence is CASSQVFGGNTDTQYF. Result: 0 (the TCR does not bind to the epitope). (8) The epitope is YLQPRTFLL. The TCR CDR3 sequence is CASIPDRNTGELFF. Result: 1 (the TCR binds to the epitope). (9) The epitope is RILGAGCFV. The TCR CDR3 sequence is CASSLGSLQETQYF. Result: 0 (the TCR does not bind to the epitope).